From a dataset of Catalyst prediction with 721,799 reactions and 888 catalyst types from USPTO. Predict which catalyst facilitates the given reaction. The catalyst class is: 62. Reactant: C[C:2]1([CH3:42])[C:28]2[C:23](=[C:24](P(C3C=CC=CC=3)C3C=CC=CC=3)[CH:25]=[CH:26][CH:27]=2)OC2C(P(C3C=CC=CC=3)C3C=CC=CC=3)=CC=C[C:3]1=2.P([O-])([O-])([O-])=O.[K+].[K+].[K+].[NH2:51][C:52]1[CH:57]=[CH:56][C:55]([S:58][CH2:59][C:60]2[CH:65]=[CH:64][CH:63]=[CH:62][CH:61]=2)=[CH:54][C:53]=1/[CH:66]=[CH:67]/[C:68]([O:70][CH2:71][CH3:72])=[O:69].C(Cl)[Cl:74]. Product: [CH2:59]([S:58][C:55]1[CH:56]=[CH:57][C:52]([NH:51][C:27]2[CH:26]=[CH:25][C:24]([Cl:74])=[CH:23][C:28]=2[CH:2]2[CH2:3][CH2:42]2)=[C:53](/[CH:66]=[CH:67]/[C:68]([O:70][CH2:71][CH3:72])=[O:69])[CH:54]=1)[C:60]1[CH:65]=[CH:64][CH:63]=[CH:62][CH:61]=1.